This data is from Merck oncology drug combination screen with 23,052 pairs across 39 cell lines. The task is: Regression. Given two drug SMILES strings and cell line genomic features, predict the synergy score measuring deviation from expected non-interaction effect. (1) Drug 1: O=P1(N(CCCl)CCCl)NCCCO1. Drug 2: Cc1nc(Nc2ncc(C(=O)Nc3c(C)cccc3Cl)s2)cc(N2CCN(CCO)CC2)n1. Cell line: KPL1. Synergy scores: synergy=-4.99. (2) Drug 1: COC12C(COC(N)=O)C3=C(C(=O)C(C)=C(N)C3=O)N1CC1NC12. Drug 2: CNC(=O)c1cc(Oc2ccc(NC(=O)Nc3ccc(Cl)c(C(F)(F)F)c3)cc2)ccn1. Cell line: MDAMB436. Synergy scores: synergy=-37.4. (3) Drug 1: CS(=O)(=O)CCNCc1ccc(-c2ccc3ncnc(Nc4ccc(OCc5cccc(F)c5)c(Cl)c4)c3c2)o1. Drug 2: CC1(c2nc3c(C(N)=O)cccc3[nH]2)CCCN1. Cell line: ES2. Synergy scores: synergy=-7.94. (4) Cell line: UACC62. Synergy scores: synergy=23.0. Drug 2: Cn1c(=O)n(-c2ccc(C(C)(C)C#N)cc2)c2c3cc(-c4cnc5ccccc5c4)ccc3ncc21. Drug 1: C=CCn1c(=O)c2cnc(Nc3ccc(N4CCN(C)CC4)cc3)nc2n1-c1cccc(C(C)(C)O)n1. (5) Drug 1: O=c1[nH]cc(F)c(=O)[nH]1. Drug 2: CNC(=O)c1cc(Oc2ccc(NC(=O)Nc3ccc(Cl)c(C(F)(F)F)c3)cc2)ccn1. Cell line: LOVO. Synergy scores: synergy=-13.8. (6) Drug 1: CC1(c2nc3c(C(N)=O)cccc3[nH]2)CCCN1. Drug 2: COC1=C2CC(C)CC(OC)C(O)C(C)C=C(C)C(OC(N)=O)C(OC)C=CC=C(C)C(=O)NC(=CC1=O)C2=O. Cell line: UWB1289. Synergy scores: synergy=-14.3. (7) Drug 1: Cc1nc(Nc2ncc(C(=O)Nc3c(C)cccc3Cl)s2)cc(N2CCN(CCO)CC2)n1. Drug 2: CCc1c2c(nc3ccc(O)cc13)-c1cc3c(c(=O)n1C2)COC(=O)C3(O)CC. Cell line: RPMI7951. Synergy scores: synergy=16.8. (8) Drug 1: O=c1[nH]cc(F)c(=O)[nH]1. Drug 2: N#Cc1ccc(Cn2cncc2CN2CCN(c3cccc(Cl)c3)C(=O)C2)cc1. Cell line: CAOV3. Synergy scores: synergy=-11.2.